From a dataset of Full USPTO retrosynthesis dataset with 1.9M reactions from patents (1976-2016). Predict the reactants needed to synthesize the given product. Given the product [CH3:19][C:4]([CH2:3][CH:2]=[O:1])([CH2:5][CH:6]=[O:7])[C:8]([NH:10][CH2:11][CH2:12][C:13]1[CH:18]=[CH:17][CH:16]=[CH:15][CH:14]=1)=[O:9], predict the reactants needed to synthesize it. The reactants are: [OH:1][CH:2]1[CH:6]([OH:7])[CH2:5][C:4]([CH3:19])([C:8]([NH:10][CH2:11][CH2:12][C:13]2[CH:18]=[CH:17][CH:16]=[CH:15][CH:14]=2)=[O:9])[CH2:3]1.I([O-])(=O)=O.